This data is from Catalyst prediction with 721,799 reactions and 888 catalyst types from USPTO. The task is: Predict which catalyst facilitates the given reaction. (1) Reactant: [CH3:1][C:2]([C@H:4]([OH:7])[CH2:5][CH3:6])=[CH2:3].N1C=CN=C1.[Si:13](Cl)([C:26]([CH3:29])([CH3:28])[CH3:27])([C:20]1[CH:25]=[CH:24][CH:23]=[CH:22][CH:21]=1)[C:14]1[CH:19]=[CH:18][CH:17]=[CH:16][CH:15]=1.CC(=O)OCC. Product: [C:26]([Si:13]([O:7][C@H:4]([CH2:5][CH3:6])[C:2]([CH3:1])=[CH2:3])([C:20]1[CH:25]=[CH:24][CH:23]=[CH:22][CH:21]=1)[C:14]1[CH:15]=[CH:16][CH:17]=[CH:18][CH:19]=1)([CH3:29])([CH3:27])[CH3:28]. The catalyst class is: 3. (2) Reactant: [CH:1]1([C:4]2[CH:9]=[CH:8][C:7](Br)=[CH:6][CH:5]=2)[CH2:3][CH2:2]1.C([Li])(C)(C)C.CN(C)[CH:18]=[O:19].[Cl-].[NH4+]. Product: [CH:1]1([C:4]2[CH:9]=[CH:8][C:7]([CH:18]=[O:19])=[CH:6][CH:5]=2)[CH2:3][CH2:2]1. The catalyst class is: 7. (3) Reactant: [OH:1][C:2]1[CH:7]=[CH:6][C:5]([N:8]2[C:13](=[O:14])[C:12]([CH2:15][C:16]3[CH:21]=[CH:20][C:19]([C:22]4[C:23]([C:28]#[N:29])=[CH:24][CH:25]=[CH:26][CH:27]=4)=[CH:18][CH:17]=3)=[C:11]([CH2:30][CH2:31][CH3:32])[N:10]=[C:9]2[CH3:33])=[CH:4][CH:3]=1.Br[CH:35]1[CH2:38][CH2:37][CH2:36]1.C(=O)([O-])[O-].[Cs+].[Cs+].C(OCC)(=O)C. Product: [CH:35]1([O:1][C:2]2[CH:3]=[CH:4][C:5]([N:8]3[C:13](=[O:14])[C:12]([CH2:15][C:16]4[CH:21]=[CH:20][C:19]([C:22]5[C:23]([C:28]#[N:29])=[CH:24][CH:25]=[CH:26][CH:27]=5)=[CH:18][CH:17]=4)=[C:11]([CH2:30][CH2:31][CH3:32])[N:10]=[C:9]3[CH3:33])=[CH:6][CH:7]=2)[CH2:38][CH2:37][CH2:36]1. The catalyst class is: 35. (4) Reactant: Br[C:2]1[CH:7]=[CH:6][C:5]([Br:8])=[CH:4][C:3]=1[N+:9]([O-:11])=[O:10].Cl.[NH2:13][CH2:14][C:15]1([OH:20])[CH2:19][CH2:18][CH2:17][CH2:16]1.CCN(C(C)C)C(C)C. Product: [Br:8][C:5]1[CH:6]=[CH:7][C:2]([NH:13][CH2:14][C:15]2([OH:20])[CH2:19][CH2:18][CH2:17][CH2:16]2)=[C:3]([N+:9]([O-:11])=[O:10])[CH:4]=1. The catalyst class is: 60.